Dataset: NCI-60 drug combinations with 297,098 pairs across 59 cell lines. Task: Regression. Given two drug SMILES strings and cell line genomic features, predict the synergy score measuring deviation from expected non-interaction effect. (1) Drug 1: CNC(=O)C1=CC=CC=C1SC2=CC3=C(C=C2)C(=NN3)C=CC4=CC=CC=N4. Drug 2: N.N.Cl[Pt+2]Cl. Cell line: OVCAR-4. Synergy scores: CSS=-1.19, Synergy_ZIP=-1.10, Synergy_Bliss=-3.82, Synergy_Loewe=-5.16, Synergy_HSA=-4.13. (2) Drug 1: C1CCC(C1)C(CC#N)N2C=C(C=N2)C3=C4C=CNC4=NC=N3. Drug 2: CCC1(C2=C(COC1=O)C(=O)N3CC4=CC5=C(C=CC(=C5CN(C)C)O)N=C4C3=C2)O.Cl. Cell line: HS 578T. Synergy scores: CSS=5.84, Synergy_ZIP=1.81, Synergy_Bliss=9.74, Synergy_Loewe=-4.36, Synergy_HSA=3.77.